This data is from Full USPTO retrosynthesis dataset with 1.9M reactions from patents (1976-2016). The task is: Predict the reactants needed to synthesize the given product. Given the product [Br:7][C:8]1[C:9]([N:15]2[CH:19]=[CH:18][C:17]([C:20]([F:23])([F:22])[F:21])=[N:16]2)=[N:10][C:11]([NH:28][C:27]2[CH:29]=[C:30]([CH3:32])[CH:31]=[C:25]([CH3:24])[CH:26]=2)=[N:12][CH:13]=1, predict the reactants needed to synthesize it. The reactants are: C([O-])([O-])=O.[Cs+].[Cs+].[Br:7][C:8]1[C:9]([N:15]2[CH:19]=[CH:18][C:17]([C:20]([F:23])([F:22])[F:21])=[N:16]2)=[N:10][C:11](Cl)=[N:12][CH:13]=1.[CH3:24][C:25]1[CH:26]=[C:27]([CH:29]=[C:30]([CH3:32])[CH:31]=1)[NH2:28].